This data is from Forward reaction prediction with 1.9M reactions from USPTO patents (1976-2016). The task is: Predict the product of the given reaction. (1) Given the reactants [C:1]([O:5][C:6]([CH2:8][CH2:9][N:10]([S:30]([C:33]1[CH:38]=[CH:37][CH:36]=[CH:35][C:34]=1[N+:39]([O-:41])=[O:40])(=[O:32])=[O:31])[CH2:11][CH2:12][O:13][C:14]1[CH:19]=[C:18]([C:20](OCC)=[O:21])[N:17]=[C:16]([C:25](OCC)=[O:26])[CH:15]=1)=[O:7])([CH3:4])([CH3:3])[CH3:2].[BH4-].[Na+].[Cl-].[Cl-].[Ca+2].O, predict the reaction product. The product is: [OH:26][CH2:25][C:16]1[CH:15]=[C:14]([O:13][CH2:12][CH2:11][N:10]([S:30]([C:33]2[CH:38]=[CH:37][CH:36]=[CH:35][C:34]=2[N+:39]([O-:41])=[O:40])(=[O:31])=[O:32])[CH2:9][CH2:8][C:6]([O:5][C:1]([CH3:4])([CH3:3])[CH3:2])=[O:7])[CH:19]=[C:18]([CH2:20][OH:21])[N:17]=1. (2) Given the reactants [N-:1]=[N+:2]=[N-:3].[Na+].[C:5]([O:9][C:10]([N:12]([C:20]1[S:29][CH2:28][C@H:27]2[C@:22]([C:30]3[S:31][CH:32]=[C:33](B4OC(C)(C)C(C)(C)O4)[CH:34]=3)([CH2:23][O:24][CH2:25][CH2:26]2)[N:21]=1)[C:13]([O:15][C:16]([CH3:19])([CH3:18])[CH3:17])=[O:14])=[O:11])([CH3:8])([CH3:7])[CH3:6], predict the reaction product. The product is: [C:5]([O:9][C:10]([N:12]([C:20]1[S:29][CH2:28][C@H:27]2[C@:22]([C:30]3[S:31][CH:32]=[C:33]([N:1]=[N+:2]=[N-:3])[CH:34]=3)([CH2:23][O:24][CH2:25][CH2:26]2)[N:21]=1)[C:13]([O:15][C:16]([CH3:19])([CH3:18])[CH3:17])=[O:14])=[O:11])([CH3:6])([CH3:7])[CH3:8]. (3) Given the reactants [NH2:1][C:2]1[N:7]=[C:6]2[CH2:8][CH2:9][CH:10]([C:11]([O:13][CH3:14])=[O:12])[C:5]2=[CH:4][CH:3]=1.[N-:15]=[N+:16]=[N-:17].[Na+].[CH:19](OCC)(OCC)OCC, predict the reaction product. The product is: [N:1]1([C:2]2[N:7]=[C:6]3[CH2:8][CH2:9][CH:10]([C:11]([O:13][CH3:14])=[O:12])[C:5]3=[CH:4][CH:3]=2)[CH:19]=[N:17][N:16]=[N:15]1. (4) Given the reactants [CH3:1][O:2][C:3]([C:5]1[S:6][C:7](S(C)=O)=[C:8]([C:11]#[N:12])[C:9]=1[NH2:10])=[O:4].[NH2:10][C:9]1[C:8]([C:11]#[N:12])=[C:7](S(C)(=O)=O)[S:6][C:5]=1[C:3]([O:2][CH3:1])=[O:4].[NH:32]1[CH2:37][CH2:36][O:35][CH2:34][CH2:33]1, predict the reaction product. The product is: [CH3:1][O:2][C:3]([C:5]1[S:6][C:7]([N:32]2[CH2:37][CH2:36][O:35][CH2:34][CH2:33]2)=[C:8]([C:11]#[N:12])[C:9]=1[NH2:10])=[O:4].